This data is from Forward reaction prediction with 1.9M reactions from USPTO patents (1976-2016). The task is: Predict the product of the given reaction. (1) Given the reactants C[O:2][C:3]1[CH:8]=[CH:7][C:6]([O:9][C:10]([F:13])([F:12])[F:11])=[CH:5][C:4]=1[C:14]([C:16]1[CH:21]=[CH:20][CH:19]=[CH:18][CH:17]=1)=[O:15].Cl.N1C=CC=CC=1, predict the reaction product. The product is: [OH:2][C:3]1[CH:8]=[CH:7][C:6]([O:9][C:10]([F:11])([F:12])[F:13])=[CH:5][C:4]=1[C:14]([C:16]1[CH:17]=[CH:18][CH:19]=[CH:20][CH:21]=1)=[O:15]. (2) Given the reactants [CH3:1][CH2:2][CH2:3][CH2:4][CH:5]=[CH:6][CH3:7].[C@@H:8]1([N:16]2[CH:23]=[CH:22][C:20](=[O:21])[NH:19][C:17]2=[O:18])[O:15][C@H:12]([CH2:13][OH:14])[C@@H:10]([OH:11])[CH2:9]1.N1C=CC=CC=1.[CH3:30][O:31][C:32]1[CH:53]=[CH:52][C:35]([C:36](Cl)([C:45]2[CH:50]=[CH:49][CH:48]=[CH:47][CH:46]=2)[C:37]2[CH:42]=[CH:41][C:40]([O:43][CH3:44])=[CH:39][CH:38]=2)=[CH:34][CH:33]=1.C(N(CC)CC)C, predict the reaction product. The product is: [CH3:7][CH2:6][CH2:5][CH2:4][CH:3]=[CH:2][CH3:1].[CH3:44][O:43][C:40]1[CH:39]=[CH:38][C:37]([C:36]([O:14][CH2:13][C@H:12]2[O:15][C@@H:8]([N:16]3[CH:23]=[CH:22][C:20](=[O:21])[NH:19][C:17]3=[O:18])[CH2:9][C@@H:10]2[OH:11])([C:45]2[CH:46]=[CH:47][CH:48]=[CH:49][CH:50]=2)[C:35]2[CH:52]=[CH:53][C:32]([O:31][CH3:30])=[CH:33][CH:34]=2)=[CH:42][CH:41]=1. (3) Given the reactants Cl.[Cl:2][C:3]1[CH:19]=[CH:18][C:6]2[NH:7][C:8]([C:10]3([C:16]#[N:17])[CH2:15][CH2:14][NH:13][CH2:12][CH2:11]3)=[N:9][C:5]=2[CH:4]=1.[CH:20]1[C:24]2[C:25](Cl)=[N:26][CH:27]=[N:28][C:23]=2[NH:22][CH:21]=1.C(N(CC)CC)C, predict the reaction product. The product is: [Cl:2][C:3]1[CH:19]=[CH:18][C:6]2[NH:7][C:8]([C:10]3([C:16]#[N:17])[CH2:15][CH2:14][N:13]([C:25]4[C:24]5[CH:20]=[CH:21][NH:22][C:23]=5[N:28]=[CH:27][N:26]=4)[CH2:12][CH2:11]3)=[N:9][C:5]=2[CH:4]=1. (4) Given the reactants C(NC(C)C)(C)C.C([Li])CCC.[CH3:13][S:14][C:15]1[N:20]=[C:19]([CH3:21])[CH:18]=[CH:17][N:16]=1.[Br:22][C:23]1[CH:24]=[C:25]([CH:32]=[CH:33][CH:34]=1)[C:26](N(OC)C)=[O:27], predict the reaction product. The product is: [Br:22][C:23]1[CH:24]=[C:25]([C:26](=[O:27])[CH2:21][C:19]2[CH:18]=[CH:17][N:16]=[C:15]([S:14][CH3:13])[N:20]=2)[CH:32]=[CH:33][CH:34]=1. (5) Given the reactants C([N:8]1[CH2:14][C:13]2[N:15]=[CH:16][C:17]([S:19][CH:20]([CH3:22])[CH3:21])=[N:18][C:12]=2[O:11][CH2:10][CH2:9]1)C1C=CC=CC=1.[Cl:23]C(OC(Cl)C)=O, predict the reaction product. The product is: [ClH:23].[CH3:22][CH:20]([S:19][C:17]1[CH:16]=[N:15][C:13]2[CH2:14][NH:8][CH2:9][CH2:10][O:11][C:12]=2[N:18]=1)[CH3:21]. (6) Given the reactants [O:1]1[CH2:6][CH2:5][CH2:4][CH2:3][C:2]1=[O:7].[OH-:8].[K+].[CH2:10](Br)[C:11]1[CH:16]=[CH:15][CH:14]=[CH:13][CH:12]=1, predict the reaction product. The product is: [CH2:10]([O:1][CH2:6][CH2:5][CH2:4][CH2:3][C:2]([OH:7])=[O:8])[C:11]1[CH:16]=[CH:15][CH:14]=[CH:13][CH:12]=1.